This data is from Reaction yield outcomes from USPTO patents with 853,638 reactions. The task is: Predict the reaction yield, written as a fraction of the theoretical maximum amount of product (1.0 means a 100% yield; for example, 0.34 means a 34% yield). The reactants are [Cl:1][C:2]1[C:3]2[N:4]([CH:21]=[N:22][CH:23]=2)[C:5]([C:14]2[CH:19]=[CH:18][CH:17]=[C:16]([F:20])[CH:15]=2)=[C:6]([C:8](N(OC)C)=[O:9])[CH:7]=1.Cl[Mg][CH2:26][CH3:27]. The catalyst is O1CCCC1. The product is [Cl:1][C:2]1[C:3]2[N:4]([CH:21]=[N:22][CH:23]=2)[C:5]([C:14]2[CH:19]=[CH:18][CH:17]=[C:16]([F:20])[CH:15]=2)=[C:6]([C:8](=[O:9])[CH2:26][CH3:27])[CH:7]=1. The yield is 0.490.